This data is from NCI-60 drug combinations with 297,098 pairs across 59 cell lines. The task is: Regression. Given two drug SMILES strings and cell line genomic features, predict the synergy score measuring deviation from expected non-interaction effect. (1) Drug 1: C1=NC(=NC(=O)N1C2C(C(C(O2)CO)O)O)N. Drug 2: CCN(CC)CCNC(=O)C1=C(NC(=C1C)C=C2C3=C(C=CC(=C3)F)NC2=O)C. Cell line: HT29. Synergy scores: CSS=6.17, Synergy_ZIP=-4.10, Synergy_Bliss=-2.97, Synergy_Loewe=-11.3, Synergy_HSA=-5.21. (2) Drug 2: C1C(C(OC1N2C=NC3=C2NC=NCC3O)CO)O. Drug 1: C1CN(CCN1C(=O)CCBr)C(=O)CCBr. Cell line: RPMI-8226. Synergy scores: CSS=36.5, Synergy_ZIP=8.77, Synergy_Bliss=8.31, Synergy_Loewe=4.64, Synergy_HSA=5.16. (3) Drug 1: CCN(CC)CCNC(=O)C1=C(NC(=C1C)C=C2C3=C(C=CC(=C3)F)NC2=O)C. Drug 2: CC1=C(C(=O)C2=C(C1=O)N3CC4C(C3(C2COC(=O)N)OC)N4)N. Cell line: SN12C. Synergy scores: CSS=26.0, Synergy_ZIP=-4.99, Synergy_Bliss=2.89, Synergy_Loewe=-14.5, Synergy_HSA=-0.463. (4) Drug 1: CC(C)(C#N)C1=CC(=CC(=C1)CN2C=NC=N2)C(C)(C)C#N. Drug 2: CC1=C2C(C(=O)C3(C(CC4C(C3C(C(C2(C)C)(CC1OC(=O)C(C(C5=CC=CC=C5)NC(=O)OC(C)(C)C)O)O)OC(=O)C6=CC=CC=C6)(CO4)OC(=O)C)O)C)O. Cell line: UACC-257. Synergy scores: CSS=-2.58, Synergy_ZIP=0.675, Synergy_Bliss=-1.20, Synergy_Loewe=-3.50, Synergy_HSA=-3.11.